This data is from Forward reaction prediction with 1.9M reactions from USPTO patents (1976-2016). The task is: Predict the product of the given reaction. (1) The product is: [C:1]([C:5]1[S:9]/[C:8](=[N:10]\[C:11](=[O:21])[C:12]2[CH:17]=[C:16]([Cl:18])[CH:15]=[CH:14][C:13]=2[O:19][CH3:20])/[N:7]([CH2:24][CH2:23][C:22]#[N:25])[CH:6]=1)([CH3:4])([CH3:2])[CH3:3]. Given the reactants [C:1]([C:5]1[S:9][C:8]([NH:10][C:11](=[O:21])[C:12]2[CH:17]=[C:16]([Cl:18])[CH:15]=[CH:14][C:13]=2[O:19][CH3:20])=[N:7][CH:6]=1)([CH3:4])([CH3:3])[CH3:2].[C:22](#[N:25])[CH:23]=[CH2:24], predict the reaction product. (2) Given the reactants [F:1][C:2]1[CH:3]=[CH:4][CH:5]=[C:6]2[C:10]=1[CH:9]([CH2:11][CH2:12][C:13]([NH:15][C:16]1[CH:24]=[CH:23][C:19]([C:20](O)=O)=[CH:18][N:17]=1)=[O:14])[N:8]([CH2:25][C:26]1[CH:31]=[CH:30][C:29]([F:32])=[CH:28][CH:27]=1)[C:7]2=[O:33].C1C2[C:38](=CC=CC=2)[CH:37]=[C:36](N)N=1, predict the reaction product. The product is: [F:1][C:2]1[CH:3]=[CH:4][CH:5]=[C:6]2[C:10]=1[CH:9]([CH2:11][CH2:12][C:13]([NH:15][C:16]1[N:17]=[CH:18][C:19]3[C:23]([CH:24]=1)=[CH:38][CH:37]=[CH:36][CH:20]=3)=[O:14])[N:8]([CH2:25][C:26]1[CH:27]=[CH:28][C:29]([F:32])=[CH:30][CH:31]=1)[C:7]2=[O:33]. (3) Given the reactants [F:1][C:2]1[CH:7]=[CH:6][CH:5]=[CH:4][C:3]=1[O:8][CH3:9].CN(C)CCN(C)CCN(C)C.C([Li])CCC.C[O:28]B(OC)OC.C(O)(=O)C.OO, predict the reaction product. The product is: [F:1][C:2]1[C:3]([O:8][CH3:9])=[CH:4][CH:5]=[CH:6][C:7]=1[OH:28]. (4) Given the reactants [NH2:1][C:2]1[N:7]=[C:6]2[N:8]([CH2:20][CH3:21])[C:9]([C:11]([N:13]([CH:17]3[CH2:19][CH2:18]3)[CH:14]3[CH2:16][CH2:15]3)=[O:12])=[CH:10][C:5]2=[C:4]2[N:22]([CH3:25])[CH:23]=[N:24][C:3]=12.[C:26]([N:34]=[C:35]=[S:36])(=[O:33])[C:27]1[CH:32]=[CH:31][CH:30]=[CH:29][CH:28]=1.O, predict the reaction product. The product is: [C:26]([NH:34][C:35](=[S:36])[NH:1][C:2]1[N:7]=[C:6]2[N:8]([CH2:20][CH3:21])[C:9]([C:11]([N:13]([CH:17]3[CH2:19][CH2:18]3)[CH:14]3[CH2:16][CH2:15]3)=[O:12])=[CH:10][C:5]2=[C:4]2[N:22]([CH3:25])[CH:23]=[N:24][C:3]=12)(=[O:33])[C:27]1[CH:32]=[CH:31][CH:30]=[CH:29][CH:28]=1. (5) The product is: [S:8]1[C:7]2[CH:12]=[C:13]3[C:4](=[CH:5][C:6]=2[S:10][C:9]1=[S:11])[CH:3]=[C:20]1[C:15]([CH:16]2[CH2:22][CH2:21][CH:19]1[CH:18]=[CH:17]2)=[CH:14]3. Given the reactants O.O[CH:3]1[C:20]2[CH:19]3[CH2:21][CH2:22][CH:16]([CH:17]=[CH:18]3)[C:15]=2[CH:14](O)[C:13]2[C:4]1=[CH:5][C:6]1[S:10][C:9](=[S:11])[S:8][C:7]=1[CH:12]=2, predict the reaction product. (6) Given the reactants [CH3:1][O:2][C:3]1[CH:4]=[C:5]2[C:10](=[CH:11][C:12]=1[O:13][CH3:14])[N:9]=[CH:8][CH:7]=[C:6]2[O:15][C:16]1[C:22]([CH3:23])=[CH:21][C:19]([NH2:20])=[C:18]([CH3:24])[CH:17]=1.C(N(CC)CC)C.[C:32](Cl)(Cl)=[S:33].[CH:36]1([NH:42][NH2:43])[CH2:41][CH2:40][CH2:39][CH2:38][CH2:37]1, predict the reaction product. The product is: [CH3:1][O:2][C:3]1[CH:4]=[C:5]2[C:10](=[CH:11][C:12]=1[O:13][CH3:14])[N:9]=[CH:8][CH:7]=[C:6]2[O:15][C:16]1[C:22]([CH3:23])=[CH:21][C:19]([NH:20][C:32]([NH:43][NH:42][CH:36]2[CH2:41][CH2:40][CH2:39][CH2:38][CH2:37]2)=[S:33])=[C:18]([CH3:24])[CH:17]=1.